Task: Predict the reactants needed to synthesize the given product.. Dataset: Full USPTO retrosynthesis dataset with 1.9M reactions from patents (1976-2016) (1) Given the product [F:1][C:2]1[CH:3]=[C:4]([C:10]2[CH:14]=[C:13]([CH3:15])[O:12][N:11]=2)[CH:5]=[CH:6][C:7]=1[OH:8], predict the reactants needed to synthesize it. The reactants are: [F:1][C:2]1[CH:3]=[C:4]([C:10]2[CH:14]=[C:13]([CH3:15])[O:12][N:11]=2)[CH:5]=[CH:6][C:7]=1[O:8]C.C(S)CCCCCCCCCCC.[Al+3].[Cl-].[Cl-].[Cl-]. (2) Given the product [O:17]1[C:22]2[CH:23]=[CH:24][C:25]([CH2:27][N:28]([CH:36]3[CH2:41][CH2:40][N:39]([CH2:14][CH2:13][N:5]4[C:6]5[C:11](=[CH:10][CH:9]=[C:8]([Cl:12])[CH:7]=5)[C:2]([Cl:1])=[CH:3][C:4]4=[O:16])[CH2:38][CH2:37]3)[C:29](=[O:35])[O:30][C:31]([CH3:34])([CH3:32])[CH3:33])=[CH:26][C:21]=2[O:20][CH2:19][CH2:18]1, predict the reactants needed to synthesize it. The reactants are: [Cl:1][C:2]1[C:11]2[C:6](=[CH:7][C:8]([Cl:12])=[CH:9][CH:10]=2)[N:5]([CH2:13][CH:14]=O)[C:4](=[O:16])[CH:3]=1.[O:17]1[C:22]2[CH:23]=[CH:24][C:25]([CH2:27][N:28]([CH:36]3[CH2:41][CH2:40][NH:39][CH2:38][CH2:37]3)[C:29](=[O:35])[O:30][C:31]([CH3:34])([CH3:33])[CH3:32])=[CH:26][C:21]=2[O:20][CH2:19][CH2:18]1.C(O[BH-](OC(=O)C)OC(=O)C)(=O)C.[Na+].C(=O)([O-])O.[Na+]. (3) Given the product [Br:27][C:28]1[CH:29]=[CH:30][C:31]([O:43][CH:44]2[CH2:45][CH2:46][O:47][CH2:48][CH2:49]2)=[C:32]([CH:34]2[C:10]3([C:11]4[C:16](=[CH:15][C:14]([Cl:17])=[CH:13][CH:12]=4)[NH:8][C:9]3=[O:26])[CH:18]([C:19]3[CH:24]=[CH:23][CH:22]=[C:21]([Cl:25])[CH:20]=3)[CH2:37][C:36](=[O:38])[NH:35]2)[CH:33]=1, predict the reactants needed to synthesize it. The reactants are: C(OC([N:8]1[C:16]2[C:11](=[CH:12][CH:13]=[C:14]([Cl:17])[CH:15]=2)/[C:10](=[CH:18]/[C:19]2[CH:24]=[CH:23][CH:22]=[C:21]([Cl:25])[CH:20]=2)/[C:9]1=[O:26])=O)(C)(C)C.[Br:27][C:28]1[CH:29]=[CH:30][C:31]([O:43][CH:44]2[CH2:49][CH2:48][O:47][CH2:46][CH2:45]2)=[C:32]([CH:34]=[N:35][C:36]([O:38][Si](C)(C)C)=[CH2:37])[CH:33]=1. (4) Given the product [OH:8][C:7]1[CH:6]=[CH:5][C:4]([C:9]2[O:10][C:11]3[C:16]([C:17](=[O:20])[C:18]=2[OH:19])=[CH:15][C:14]([CH3:21])=[CH:13][CH:12]=3)=[CH:3][C:2]=1[NH:1][C:22](=[O:24])[CH3:23], predict the reactants needed to synthesize it. The reactants are: [NH2:1][C:2]1[CH:3]=[C:4]([C:9]2[O:10][C:11]3[C:16]([C:17](=[O:20])[C:18]=2[OH:19])=[CH:15][C:14]([CH3:21])=[CH:13][CH:12]=3)[CH:5]=[CH:6][C:7]=1[OH:8].[C:22](OC(=O)C)(=[O:24])[CH3:23].